This data is from Forward reaction prediction with 1.9M reactions from USPTO patents (1976-2016). The task is: Predict the product of the given reaction. (1) Given the reactants [Cl:1][C:2]1[C:11]2[C:6](=[CH:7][CH:8]=[CH:9][C:10]=2[O:12][CH:13]2[CH2:18][CH2:17][N:16]([CH3:19])[CH2:15][CH2:14]2)[N:5]=[CH:4][N:3]=1.[C:20]([C:22]1[CH:23]=[C:24]([CH:26]=[CH:27][C:28]=1[O:29][CH2:30][C:31]1[N:32]=[CH:33][S:34][CH:35]=1)[NH2:25])#[CH:21], predict the reaction product. The product is: [ClH:1].[C:20]([C:22]1[CH:23]=[C:24]([CH:26]=[CH:27][C:28]=1[O:29][CH2:30][C:31]1[N:32]=[CH:33][S:34][CH:35]=1)[NH:25][C:2]1[C:11]2[C:6](=[CH:7][CH:8]=[CH:9][C:10]=2[O:12][CH:13]2[CH2:18][CH2:17][N:16]([CH3:19])[CH2:15][CH2:14]2)[N:5]=[CH:4][N:3]=1)#[CH:21]. (2) Given the reactants [NH2:1][C:2]1[S:3][C:4]([CH3:7])=[CH:5][N:6]=1.Br[CH2:9][CH:10]1[CH2:14][CH2:13][CH2:12][O:11]1, predict the reaction product. The product is: [CH3:7][C:4]1[S:3][C:2](=[NH:1])[N:6]([CH2:9][CH:10]2[CH2:14][CH2:13][CH2:12][O:11]2)[CH:5]=1. (3) Given the reactants CS(C)=O.[H-].[Na+].[I-].[CH3:8][S+](C)C.[Cl:12][C:13]1[CH:14]=[C:15]([C:20](=[O:22])[CH3:21])[CH:16]=[CH:17][C:18]=1[F:19], predict the reaction product. The product is: [Cl:12][C:13]1[CH:14]=[C:15]([C:20]2([CH3:8])[CH2:21][O:22]2)[CH:16]=[CH:17][C:18]=1[F:19]. (4) Given the reactants [N+:1]([C:4]1[CH:16]=[C:15]([NH:17][C:18]([C:20]2[CH:25]=[CH:24][CH:23]=[CH:22][C:21]=2[C:26]2[CH:31]=[CH:30][C:29]([C:32]([F:35])([F:34])[F:33])=[CH:28][CH:27]=2)=[O:19])[CH:14]=[CH:13][C:5]=1[NH:6][CH2:7][C:8]([O:10]CC)=O)([O-])=O.[Cl-].[NH4+], predict the reaction product. The product is: [O:10]=[C:8]1[NH:1][C:4]2[C:5](=[CH:13][CH:14]=[C:15]([NH:17][C:18]([C:20]3[C:21]([C:26]4[CH:27]=[CH:28][C:29]([C:32]([F:35])([F:34])[F:33])=[CH:30][CH:31]=4)=[CH:22][CH:23]=[CH:24][CH:25]=3)=[O:19])[CH:16]=2)[NH:6][CH2:7]1. (5) The product is: [Br:9][C:10]1[CH:11]=[CH:12][C:13]([S:16]([N:19]2[CH2:20][CH2:21][C:22]3([O:25][CH2:2]3)[CH2:23][CH2:24]2)(=[O:17])=[O:18])=[CH:14][CH:15]=1. Given the reactants [I-].[CH3:2][S+](C)(C)=O.[H-].[Na+].[Br:9][C:10]1[CH:15]=[CH:14][C:13]([S:16]([N:19]2[CH2:24][CH2:23][C:22](=[O:25])[CH2:21][CH2:20]2)(=[O:18])=[O:17])=[CH:12][CH:11]=1, predict the reaction product.